Dataset: Peptide-MHC class II binding affinity with 134,281 pairs from IEDB. Task: Regression. Given a peptide amino acid sequence and an MHC pseudo amino acid sequence, predict their binding affinity value. This is MHC class II binding data. The peptide sequence is QKGSDPKKLVL. The MHC is DRB1_1101 with pseudo-sequence DRB1_1101. The binding affinity (normalized) is 0.